The task is: Regression. Given a peptide amino acid sequence and an MHC pseudo amino acid sequence, predict their binding affinity value. This is MHC class II binding data.. This data is from Peptide-MHC class II binding affinity with 134,281 pairs from IEDB. (1) The peptide sequence is EKKYHAATQFEPLAA. The MHC is DRB1_0101 with pseudo-sequence DRB1_0101. The binding affinity (normalized) is 0.595. (2) The peptide sequence is INLIIHYVHRAGALG. The MHC is DRB1_0404 with pseudo-sequence DRB1_0404. The binding affinity (normalized) is 0.731. (3) The peptide sequence is LDYKECEWPLTHTIG. The MHC is HLA-DQA10303-DQB10402 with pseudo-sequence HLA-DQA10303-DQB10402. The binding affinity (normalized) is 0. (4) The peptide sequence is AAATAGTTVYGAFAC. The MHC is HLA-DPA10103-DPB10401 with pseudo-sequence HLA-DPA10103-DPB10401. The binding affinity (normalized) is 0.212.